From a dataset of NCI-60 drug combinations with 297,098 pairs across 59 cell lines. Regression. Given two drug SMILES strings and cell line genomic features, predict the synergy score measuring deviation from expected non-interaction effect. Drug 1: CC1=CC=C(C=C1)C2=CC(=NN2C3=CC=C(C=C3)S(=O)(=O)N)C(F)(F)F. Drug 2: CCC1(C2=C(COC1=O)C(=O)N3CC4=CC5=C(C=CC(=C5CN(C)C)O)N=C4C3=C2)O.Cl. Cell line: SF-539. Synergy scores: CSS=29.7, Synergy_ZIP=0.0240, Synergy_Bliss=0.752, Synergy_Loewe=-48.5, Synergy_HSA=0.830.